Task: Regression. Given a peptide amino acid sequence and an MHC pseudo amino acid sequence, predict their binding affinity value. This is MHC class II binding data.. Dataset: Peptide-MHC class II binding affinity with 134,281 pairs from IEDB (1) The peptide sequence is LDGNLLSSNDLAKYK. The MHC is DRB1_0401 with pseudo-sequence DRB1_0401. The binding affinity (normalized) is 0.554. (2) The peptide sequence is AKDVIPEGWKADTAY. The MHC is DRB1_0401 with pseudo-sequence DRB1_0401. The binding affinity (normalized) is 0.219. (3) The peptide sequence is AVTALTIAYLVGSNMK. The MHC is HLA-DQA10201-DQB10303 with pseudo-sequence HLA-DQA10201-DQB10303. The binding affinity (normalized) is 0.561. (4) The peptide sequence is FGHDGTVWAQSADFP. The MHC is DRB1_1101 with pseudo-sequence DRB1_1101. The binding affinity (normalized) is 0.141. (5) The peptide sequence is GELQIVNKIDAAFKI. The MHC is DRB1_0101 with pseudo-sequence DRB1_0101. The binding affinity (normalized) is 0.670. (6) The peptide sequence is AFWLDGDNLFPKV. The MHC is DRB1_0401 with pseudo-sequence DRB1_0401. The binding affinity (normalized) is 0.594. (7) The peptide sequence is NIRYLVMAIVSDFSS. The MHC is DRB1_0101 with pseudo-sequence DRB1_0101. The binding affinity (normalized) is 0.922.